This data is from Full USPTO retrosynthesis dataset with 1.9M reactions from patents (1976-2016). The task is: Predict the reactants needed to synthesize the given product. (1) Given the product [OH:45][CH2:44][CH2:43][C:39]1[CH:38]=[C:37]([CH:42]=[CH:41][CH:40]=1)[CH2:36][N:33]1[CH2:32][CH2:31][C:30]2([O:25][CH2:26][CH2:27][N:28]([C:55]([C:53]3[N:54]=[C:50]([CH2:46][CH:47]([CH3:49])[CH3:48])[S:51][CH:52]=3)=[O:56])[CH2:29]2)[CH2:35][CH2:34]1, predict the reactants needed to synthesize it. The reactants are: F[P-](F)(F)(F)(F)F.N1(OC(N(C)C)=[N+](C)C)C2N=CC=CC=2N=N1.[O:25]1[C:30]2([CH2:35][CH2:34][N:33]([CH2:36][C:37]3[CH:38]=[C:39]([CH2:43][CH2:44][OH:45])[CH:40]=[CH:41][CH:42]=3)[CH2:32][CH2:31]2)[CH2:29][NH:28][CH2:27][CH2:26]1.[CH2:46]([C:50]1[S:51][CH:52]=[C:53]([C:55](O)=[O:56])[N:54]=1)[CH:47]([CH3:49])[CH3:48].C(N(CC)CC)C. (2) Given the product [C:1]([C:3]1[CH:8]=[CH:7][C:6]([C:34]2[C:33]([C:38]([F:39])([F:40])[F:41])=[CH:32][C:31]([NH:30][C:28](=[O:29])[CH2:27][C:24]3[CH:23]=[CH:22][C:21]([N:14]4[C:15]5=[N:16][CH:17]=[CH:18][CH:19]=[C:20]5[N:12]=[CH:13]4)=[CH:26][CH:25]=3)=[CH:36][CH:35]=2)=[CH:5][CH:4]=1)#[N:2], predict the reactants needed to synthesize it. The reactants are: [C:1]([C:3]1[CH:8]=[CH:7][C:6](B(O)O)=[CH:5][CH:4]=1)#[N:2].[N:12]1[C:20]2[C:15](=[N:16][CH:17]=[CH:18][CH:19]=2)[N:14]([C:21]2[CH:26]=[CH:25][C:24]([CH2:27][C:28]([NH:30][C:31]3[CH:36]=[CH:35][C:34](I)=[C:33]([C:38]([F:41])([F:40])[F:39])[CH:32]=3)=[O:29])=[CH:23][CH:22]=2)[CH:13]=1.C([O-])([O-])=O.[Na+].[Na+].